Dataset: Merck oncology drug combination screen with 23,052 pairs across 39 cell lines. Task: Regression. Given two drug SMILES strings and cell line genomic features, predict the synergy score measuring deviation from expected non-interaction effect. (1) Drug 1: CS(=O)(=O)CCNCc1ccc(-c2ccc3ncnc(Nc4ccc(OCc5cccc(F)c5)c(Cl)c4)c3c2)o1. Drug 2: CCC1(O)C(=O)OCc2c1cc1n(c2=O)Cc2cc3c(CN(C)C)c(O)ccc3nc2-1. Cell line: VCAP. Synergy scores: synergy=17.9. (2) Drug 1: COc1cccc2c1C(=O)c1c(O)c3c(c(O)c1C2=O)CC(O)(C(=O)CO)CC3OC1CC(N)C(O)C(C)O1. Drug 2: NC(=O)c1cccc2cn(-c3ccc(C4CCCNC4)cc3)nc12. Cell line: HT144. Synergy scores: synergy=-4.82. (3) Drug 1: COC1=C2CC(C)CC(OC)C(O)C(C)C=C(C)C(OC(N)=O)C(OC)C=CC=C(C)C(=O)NC(=CC1=O)C2=O. Drug 2: Cn1c(=O)n(-c2ccc(C(C)(C)C#N)cc2)c2c3cc(-c4cnc5ccccc5c4)ccc3ncc21. Cell line: SKMES1. Synergy scores: synergy=45.6.